Dataset: NCI-60 drug combinations with 297,098 pairs across 59 cell lines. Task: Regression. Given two drug SMILES strings and cell line genomic features, predict the synergy score measuring deviation from expected non-interaction effect. (1) Drug 1: CC1=C(C=C(C=C1)NC(=O)C2=CC=C(C=C2)CN3CCN(CC3)C)NC4=NC=CC(=N4)C5=CN=CC=C5. Drug 2: CCC1(C2=C(COC1=O)C(=O)N3CC4=CC5=C(C=CC(=C5CN(C)C)O)N=C4C3=C2)O.Cl. Cell line: NCIH23. Synergy scores: CSS=16.2, Synergy_ZIP=0.879, Synergy_Bliss=2.88, Synergy_Loewe=0.372, Synergy_HSA=0.923. (2) Drug 1: CN(C)C1=NC(=NC(=N1)N(C)C)N(C)C. Drug 2: CS(=O)(=O)CCNCC1=CC=C(O1)C2=CC3=C(C=C2)N=CN=C3NC4=CC(=C(C=C4)OCC5=CC(=CC=C5)F)Cl. Cell line: T-47D. Synergy scores: CSS=-0.293, Synergy_ZIP=-0.0209, Synergy_Bliss=5.02, Synergy_Loewe=-9.22, Synergy_HSA=0.932. (3) Drug 1: C1CC2CC3=C(CC1C24CN(S(=O)(=O)N4)CC(F)(F)F)C=CC(=C3)C=CCN5CCC(CC5)C(F)(F)F. Drug 2: CC1(CCCN1)C2=NC3=C(C=CC=C3N2)C(=O)N. Cell line: SW-620. Synergy scores: CSS=7.08, Synergy_ZIP=0.600, Synergy_Bliss=4.57, Synergy_Loewe=2.83, Synergy_HSA=4.13. (4) Drug 1: C1CC(=O)NC(=O)C1N2CC3=C(C2=O)C=CC=C3N. Drug 2: CCN(CC)CCCC(C)NC1=C2C=C(C=CC2=NC3=C1C=CC(=C3)Cl)OC. Cell line: EKVX. Synergy scores: CSS=11.7, Synergy_ZIP=-7.13, Synergy_Bliss=-8.03, Synergy_Loewe=-21.2, Synergy_HSA=-4.46. (5) Drug 1: C1C(C(OC1N2C=NC3=C(N=C(N=C32)Cl)N)CO)O. Drug 2: CCCCC(=O)OCC(=O)C1(CC(C2=C(C1)C(=C3C(=C2O)C(=O)C4=C(C3=O)C=CC=C4OC)O)OC5CC(C(C(O5)C)O)NC(=O)C(F)(F)F)O. Cell line: T-47D. Synergy scores: CSS=43.8, Synergy_ZIP=0.819, Synergy_Bliss=0.0903, Synergy_Loewe=-4.49, Synergy_HSA=-0.775. (6) Drug 1: CN(C(=O)NC(C=O)C(C(C(CO)O)O)O)N=O. Drug 2: C1C(C(OC1N2C=NC3=C2NC=NCC3O)CO)O. Cell line: UACC-257. Synergy scores: CSS=53.0, Synergy_ZIP=5.19, Synergy_Bliss=0.828, Synergy_Loewe=-0.138, Synergy_HSA=0.615.